Dataset: Catalyst prediction with 721,799 reactions and 888 catalyst types from USPTO. Task: Predict which catalyst facilitates the given reaction. (1) Reactant: [C:1]([OH:9])(=[O:8])[CH:2]([CH2:4][C:5]([OH:7])=[O:6])[OH:3].O1CCOC1.CO[C:17](OC)([CH3:19])[CH3:18]. Product: [CH3:18][C:17]1([CH3:19])[O:3][CH:2]([CH2:4][C:5]([OH:7])=[O:6])[C:1](=[O:9])[O:8]1. The catalyst class is: 11. (2) The catalyst class is: 2. Product: [Si:11]([O:18][CH2:19][CH:20]([O:21][CH3:22])[CH:23]=[O:24])([C:14]([CH3:17])([CH3:16])[CH3:15])([CH3:12])[CH3:13]. Reactant: C(Cl)(=O)C(Cl)=O.CS(C)=O.[Si:11]([O:18][CH2:19][CH:20]([CH2:23][OH:24])[O:21][CH3:22])([C:14]([CH3:17])([CH3:16])[CH3:15])([CH3:13])[CH3:12].C(N(CC)CC)C.